This data is from NCI-60 drug combinations with 297,098 pairs across 59 cell lines. The task is: Regression. Given two drug SMILES strings and cell line genomic features, predict the synergy score measuring deviation from expected non-interaction effect. (1) Cell line: HCT-15. Drug 2: CC(C)CN1C=NC2=C1C3=CC=CC=C3N=C2N. Drug 1: C1CNP(=O)(OC1)N(CCCl)CCCl. Synergy scores: CSS=11.7, Synergy_ZIP=-1.49, Synergy_Bliss=-3.80, Synergy_Loewe=-0.263, Synergy_HSA=-3.92. (2) Drug 1: C1=CN(C=N1)CC(O)(P(=O)(O)O)P(=O)(O)O. Drug 2: C1=NC2=C(N1)C(=S)N=CN2. Cell line: DU-145. Synergy scores: CSS=16.9, Synergy_ZIP=8.91, Synergy_Bliss=5.91, Synergy_Loewe=-9.49, Synergy_HSA=2.39. (3) Drug 1: CCCS(=O)(=O)NC1=C(C(=C(C=C1)F)C(=O)C2=CNC3=C2C=C(C=N3)C4=CC=C(C=C4)Cl)F. Drug 2: CC(C)CN1C=NC2=C1C3=CC=CC=C3N=C2N. Cell line: NCI/ADR-RES. Synergy scores: CSS=-4.60, Synergy_ZIP=1.65, Synergy_Bliss=-1.84, Synergy_Loewe=-3.38, Synergy_HSA=-4.45.